From a dataset of Reaction yield outcomes from USPTO patents with 853,638 reactions. Predict the reaction yield, written as a fraction of the theoretical maximum amount of product (1.0 means a 100% yield; for example, 0.34 means a 34% yield). The product is [Br:1][C:2]1[N:7]=[C:6]([C:8]([O:10][CH3:11])=[O:9])[C:5]([O:12][CH3:15])=[CH:4][CH:3]=1. The catalyst is CN(C=O)C. The reactants are [Br:1][C:2]1[N:7]=[C:6]([C:8]([O:10][CH3:11])=[O:9])[C:5]([OH:12])=[CH:4][CH:3]=1.CI.[C:15]([O-])([O-])=O.[K+].[K+]. The yield is 0.420.